Predict the reactants needed to synthesize the given product. From a dataset of Full USPTO retrosynthesis dataset with 1.9M reactions from patents (1976-2016). (1) Given the product [CH2:1]([C:16]1[CH:17]=[C:18]([O:22][CH3:23])[CH:19]=[CH:20][CH:21]=1)[CH2:2][CH2:3][CH2:4][CH2:5][CH2:6][CH2:7][CH2:8][CH2:9][CH2:10][CH2:11][CH2:12][CH2:13][CH2:14][CH3:15], predict the reactants needed to synthesize it. The reactants are: [CH2:1]([C:16]1[CH:17]=[C:18]([OH:22])[CH:19]=[CH:20][CH:21]=1)[CH2:2][CH2:3][CH2:4][CH2:5][CH2:6][CH2:7][CH2:8][CH2:9][CH2:10][CH2:11][CH2:12][CH2:13][CH2:14][CH3:15].[CH3:23]S(C)=O.[OH-].[Na+].CI. (2) Given the product [CH2:35]([N:37]1[C:45]2[C:40]([CH:41]([CH3:46])[CH:42]=[CH:43][CH:44]=2)=[CH:39][CH:38]1[C:47]([NH:49][C:50]1[CH:51]=[CH:52][C:53]([CH:56]2[CH2:57][CH2:58][N:59]([C:62](=[O:70])[CH2:63][C:64]([CH3:68])([CH3:69])[C:65]([OH:67])=[O:66])[CH2:60][CH2:61]2)=[CH:54][CH:55]=1)=[O:48])[CH3:36], predict the reactants needed to synthesize it. The reactants are: ClC1C2C=C(C(NC3C=CC(N4CCN(C(=O)CC(C)(C)C(O)=O)CC4)=NC=3)=O)SC=2C=CC=1.[CH2:35]([N:37]1[C:45]2[C:40](=[C:41]([CH3:46])[CH:42]=[CH:43][CH:44]=2)[CH:39]=[C:38]1[C:47]([NH:49][C:50]1[CH:55]=[CH:54][C:53]([CH:56]2[CH2:61][CH2:60][N:59]([C:62](=[O:70])[CH2:63][C:64]([CH3:69])([CH3:68])[C:65]([OH:67])=[O:66])[CH2:58][CH2:57]2)=[CH:52][CH:51]=1)=[O:48])[CH3:36].N1CCC(C2C=CC(NC(C3N(CC)C4C(C=3)=C(C)C=CC=4)=O)=CC=2)CC1.CC1(C)CC(=O)OC1=O.